Dataset: Catalyst prediction with 721,799 reactions and 888 catalyst types from USPTO. Task: Predict which catalyst facilitates the given reaction. (1) Reactant: [Cl:1][C:2]1[CH:7]=[CH:6][C:5](B2OC(C)(C)C(C)(C)O2)=[CH:4][C:3]=1[S:17]([NH:20][CH:21]1[CH2:26][CH2:25][CH:24]([OH:27])[CH2:23][CH2:22]1)(=[O:19])=[O:18].Br[C:29]1[C:30]([CH3:36])=[N:31][C:32]([NH2:35])=[N:33][CH:34]=1.C(Cl)Cl. Product: [NH2:35][C:32]1[N:31]=[C:30]([CH3:36])[C:29]([C:5]2[CH:6]=[CH:7][C:2]([Cl:1])=[C:3]([S:17]([NH:20][CH:21]3[CH2:22][CH2:23][CH:24]([OH:27])[CH2:25][CH2:26]3)(=[O:18])=[O:19])[CH:4]=2)=[CH:34][N:33]=1. The catalyst class is: 140. (2) Reactant: [NH2:1][CH2:2][C:3]1[CH:8]=[CH:7][C:6]([C:9]2[C:10]([NH2:25])=[N:11][C:12]([NH2:24])=[N:13][C:14]=2[CH2:15][O:16][CH2:17][C:18]2[CH:23]=[CH:22][CH:21]=[CH:20][CH:19]=2)=[CH:5][CH:4]=1.C(N(C(C)C)CC)(C)C.F[C:36]1[CH:41]=[CH:40][C:39]([N+:42]([O-:44])=[O:43])=[CH:38][CH:37]=1. Product: [CH2:17]([O:16][CH2:15][C:14]1[N:13]=[C:12]([NH2:24])[N:11]=[C:10]([NH2:25])[C:9]=1[C:6]1[CH:5]=[CH:4][C:3]([CH2:2][NH:1][C:36]2[CH:41]=[CH:40][C:39]([N+:42]([O-:44])=[O:43])=[CH:38][CH:37]=2)=[CH:8][CH:7]=1)[C:18]1[CH:19]=[CH:20][CH:21]=[CH:22][CH:23]=1. The catalyst class is: 37.